Predict the product of the given reaction. From a dataset of Forward reaction prediction with 1.9M reactions from USPTO patents (1976-2016). (1) Given the reactants [CH2:1]([S:11]([OH:14])(=[O:13])=[O:12])[CH2:2][S:3][S:4][CH2:5][CH2:6][S:7]([OH:10])(=[O:9])=[O:8].[NH2:15][C@H:16]([C:22]([OH:24])=[O:23])[CH2:17][CH2:18][CH2:19][CH2:20][NH2:21].CC(C)=O, predict the reaction product. The product is: [CH2:1]([S:11]([OH:14])(=[O:13])=[O:12])[CH2:2][S:3][S:4][CH2:5][CH2:6][S:7]([OH:10])(=[O:8])=[O:9].[NH2:15][C@H:16]([C:22]([OH:24])=[O:23])[CH2:17][CH2:18][CH2:19][CH2:20][NH2:21].[NH2:15][C@H:16]([C:22]([OH:24])=[O:23])[CH2:17][CH2:18][CH2:19][CH2:20][NH2:21]. (2) Given the reactants [F:1][C:2]1[CH:3]=[C:4]([C@H:9]([CH3:11])O)[CH:5]=[C:6]([F:8])[CH:7]=1.CS(Cl)(=O)=O.S([O-])(=O)(=O)C.[CH3:22][C@@H:23]1[CH2:28][NH:27][CH2:26][CH2:25][NH:24]1, predict the reaction product. The product is: [F:1][C:2]1[CH:3]=[C:4]([C@H:9]([N:27]2[CH2:26][CH2:25][NH:24][C@H:23]([CH3:22])[CH2:28]2)[CH3:11])[CH:5]=[C:6]([F:8])[CH:7]=1. (3) The product is: [C:14]([O:13][C:12]([NH:11][C@@H:9]1[CH2:8][C@H:4]2[O:5][CH2:6][CH2:7][C@@:3]2([C:2]([OH:21])=[O:1])[CH2:10]1)=[O:18])([CH3:15])([CH3:17])[CH3:16]. Given the reactants [OH:1][CH2:2][C@:3]12[CH2:10][C@H:9]([NH:11][C:12](=[O:18])[O:13][C:14]([CH3:17])([CH3:16])[CH3:15])[CH2:8][C@H:4]1[O:5][CH2:6][CH2:7]2.CC(C)=[O:21].CC(C)=O.OS(O)(=O)=O.O=[Cr](=O)=O.C(O)(C)C, predict the reaction product. (4) The product is: [NH2:25][C:26]1[C:27]([C:36]([NH:39][C@@H:40]([C@H:48]2[CH2:53][CH2:52][CH2:51][C:50](=[O:54])[CH2:49]2)[C:41]([O:43][C:44]([CH3:47])([CH3:46])[CH3:45])=[O:42])=[O:38])=[CH:28][C:29]2[C:34]([CH:35]=1)=[CH:33][CH:32]=[CH:31][CH:30]=2. Given the reactants CN(C(ON1N=NC2C=CC=NC1=2)=[N+](C)C)C.F[P-](F)(F)(F)(F)F.[NH2:25][C:26]1[C:27]([C:36]([OH:38])=O)=[CH:28][C:29]2[C:34]([CH:35]=1)=[CH:33][CH:32]=[CH:31][CH:30]=2.[NH2:39][C@@H:40]([C@H:48]1[CH2:53][CH2:52][CH2:51][C:50](=[O:54])[CH2:49]1)[C:41]([O:43][C:44]([CH3:47])([CH3:46])[CH3:45])=[O:42].C(N(CC)C(C)C)(C)C.C([O-])(O)=O.[Na+], predict the reaction product. (5) The product is: [C:1]([O:5][C:6]([N:8]1[CH:13]([C:14]2[NH:28][C:24]3[C:25]4[C:20]([CH:21]=[CH:22][C:23]=3[N:29]=2)=[CH:19][C:18]([Br:17])=[CH:27][CH:26]=4)[CH2:12][CH:11]2[CH:9]1[CH2:10]2)=[O:7])([CH3:4])([CH3:3])[CH3:2]. Given the reactants [C:1]([O:5][C:6]([N:8]1[CH:13]([C:14](O)=O)[CH2:12][CH:11]2[CH:9]1[CH2:10]2)=[O:7])([CH3:4])([CH3:3])[CH3:2].[Br:17][C:18]1[CH:27]=[CH:26][C:25]2[C:20](=[CH:21][CH:22]=[C:23]([NH2:29])[C:24]=2[NH2:28])[CH:19]=1.CN(C(ON1N=NC2C=CC=NC1=2)=[N+](C)C)C.F[P-](F)(F)(F)(F)F.CCN(C(C)C)C(C)C.C(=O)(O)[O-].[Na+].[OH-].[Na+], predict the reaction product. (6) The product is: [CH:14]([N:12]([CH3:13])[C:11]1[C:2]([C:28]2[CH:29]=[C:30]3[C:25](=[CH:26][CH:27]=2)[NH:24][CH:23]=[C:22]3[CH3:21])=[N:3][C:4]2[C:9]([N:10]=1)=[CH:8][C:7]([C:17]([O:19][CH3:20])=[O:18])=[CH:6][CH:5]=2)([CH3:16])[CH3:15]. Given the reactants Cl[C:2]1[C:11]([N:12]([CH:14]([CH3:16])[CH3:15])[CH3:13])=[N:10][C:9]2[C:4](=[CH:5][CH:6]=[C:7]([C:17]([O:19][CH3:20])=[O:18])[CH:8]=2)[N:3]=1.[CH3:21][C:22]1[C:30]2[C:25](=[CH:26][CH:27]=[C:28](B3OC(C)(C)C(C)(C)O3)[CH:29]=2)[NH:24][CH:23]=1.C([O-])([O-])=O.[K+].[K+].O, predict the reaction product. (7) Given the reactants [N:1]12[CH2:8][CH2:7][C:4]([C:9]([C:18]3[CH:23]=[CH:22][C:21]([F:24])=[CH:20][CH:19]=3)([C:11]3[CH:16]=[CH:15][C:14]([F:17])=[CH:13][CH:12]=3)[OH:10])([CH2:5][CH2:6]1)[CH2:3][CH2:2]2.[C:25]1([CH2:31][O:32][CH2:33][CH2:34][Br:35])[CH:30]=[CH:29][CH:28]=[CH:27][CH:26]=1, predict the reaction product. The product is: [Br-:35].[F:17][C:14]1[CH:15]=[CH:16][C:11]([C:9]([C:18]2[CH:19]=[CH:20][C:21]([F:24])=[CH:22][CH:23]=2)([OH:10])[C:4]23[CH2:5][CH2:6][N+:1]([CH2:34][CH2:33][O:32][CH2:31][C:25]4[CH:30]=[CH:29][CH:28]=[CH:27][CH:26]=4)([CH2:2][CH2:3]2)[CH2:8][CH2:7]3)=[CH:12][CH:13]=1. (8) Given the reactants [F:1][C:2]1[CH:3]=[C:4]([C@H:9]([CH2:40][OH:41])[C@@H:10]([C:33]2[CH:38]=[CH:37][C:36]([F:39])=[CH:35][CH:34]=2)[C:11]([NH:13][C@H:14]2[N:20]=[C:19]([C:21]3[CH:26]=[CH:25][CH:24]=[CH:23][CH:22]=3)[C:18]3[CH:27]=[CH:28][CH:29]=[CH:30][C:17]=3[N:16]([CH3:31])[C:15]2=[O:32])=[O:12])[CH:5]=[CH:6][C:7]=1[F:8].[C:42]1(=[O:48])[O:47][C:45](=[O:46])[CH2:44][CH2:43]1, predict the reaction product. The product is: [F:1][C:2]1[CH:3]=[C:4]([C@@H:9]([C@@H:10]([C:33]2[CH:38]=[CH:37][C:36]([F:39])=[CH:35][CH:34]=2)[C:11]([NH:13][C@H:14]2[N:20]=[C:19]([C:21]3[CH:26]=[CH:25][CH:24]=[CH:23][CH:22]=3)[C:18]3[CH:27]=[CH:28][CH:29]=[CH:30][C:17]=3[N:16]([CH3:31])[C:15]2=[O:32])=[O:12])[CH2:40][O:41][C:42](=[O:48])[CH2:43][CH2:44][C:45]([OH:47])=[O:46])[CH:5]=[CH:6][C:7]=1[F:8]. (9) Given the reactants [CH:1]([C:4]1[N:8]=[C:7]([N:9]2[CH2:14][CH2:13][CH:12]([C@H:15]([CH3:19])[CH2:16][CH2:17][OH:18])[CH2:11][CH2:10]2)[O:6][N:5]=1)([CH3:3])[CH3:2].[CH3:20][O:21][C:22](=[O:40])[CH:23]([NH:32][C:33]([O:35][C:36]([CH3:39])([CH3:38])[CH3:37])=[O:34])[C:24]1[CH:29]=[CH:28][C:27](O)=[CH:26][C:25]=1[CH3:31], predict the reaction product. The product is: [CH3:20][O:21][C:22](=[O:40])[CH:23]([NH:32][C:33]([O:35][C:36]([CH3:38])([CH3:37])[CH3:39])=[O:34])[C:24]1[CH:29]=[CH:28][C:27]([O:18][CH2:17][CH2:16][C@H:15]([CH:12]2[CH2:13][CH2:14][N:9]([C:7]3[O:6][N:5]=[C:4]([CH:1]([CH3:3])[CH3:2])[N:8]=3)[CH2:10][CH2:11]2)[CH3:19])=[CH:26][C:25]=1[CH3:31].